Task: Predict the reaction yield, written as a fraction of the theoretical maximum amount of product (1.0 means a 100% yield; for example, 0.34 means a 34% yield).. Dataset: Reaction yield outcomes from USPTO patents with 853,638 reactions (1) No catalyst specified. The reactants are [CH:1]1[C:14]2[C:5](=[N:6][C:7]3[C:12]([C:13]=2[C:15]([OH:17])=O)=[CH:11][CH:10]=[CH:9][CH:8]=3)[CH:4]=[CH:3][CH:2]=1.S(Cl)([Cl:20])=O. The yield is 0.940. The product is [CH:1]1[C:14]2[C:5](=[N:6][C:7]3[C:12]([C:13]=2[C:15]([Cl:20])=[O:17])=[CH:11][CH:10]=[CH:9][CH:8]=3)[CH:4]=[CH:3][CH:2]=1. (2) The reactants are [NH2:1][C:2]1[CH:10]=[C:9]2[C:5]([C:6]([CH3:15])([CH3:14])[C:7](=[O:13])[N:8]2[CH2:11][CH3:12])=[CH:4][CH:3]=1.[C:16](OC(=O)C)(=[O:18])[CH3:17]. No catalyst specified. The product is [CH2:11]([N:8]1[C:9]2[C:5](=[CH:4][CH:3]=[C:2]([NH:1][C:16](=[O:18])[CH3:17])[CH:10]=2)[C:6]([CH3:14])([CH3:15])[C:7]1=[O:13])[CH3:12]. The yield is 0.910. (3) The reactants are [C:1]1([C:11]([N:13]2[CH2:18][CH2:17][CH2:16][CH2:15][C@H:14]2[C:19]([OH:21])=[O:20])=[O:12])[C:10]2[C:5](=[CH:6][CH:7]=[CH:8][CH:9]=2)[CH:4]=[CH:3][N:2]=1.[C:22](OC(=O)CC(N)C(O)CF)(C)(C)C.C1C=CC2N(O)N=NC=2C=1.C(Cl)CCl. The catalyst is CN(C1C=CN=CC=1)C.C1COCC1. The product is [CH3:22][O:20][C:19]([C@@H:14]1[CH2:15][CH2:16][CH2:17][CH2:18][N:13]1[C:11]([C:1]1[C:10]2[C:5](=[CH:6][CH:7]=[CH:8][CH:9]=2)[CH:4]=[CH:3][N:2]=1)=[O:12])=[O:21]. The yield is 0.920. (4) The reactants are [C:1]([C:3]1[CH:4]=[C:5]([NH:9][C:10](=O)[O:11]CCC2C=CC(Br)=CC=2C)[CH:6]=[CH:7][CH:8]=1)#[N:2].[Br:23][C:24]1[CH:29]=[C:28]([CH2:30][CH3:31])[C:27]([CH2:32][CH2:33][OH:34])=[C:26]([CH2:35][CH3:36])[CH:25]=1.N(C1C=C(C=CC=1)C#N)=C=O. No catalyst specified. The product is [C:1]([C:3]1[CH:4]=[C:5]([NH:9][C:10](=[O:11])[O:34][CH2:33][CH2:32][C:27]2[C:26]([CH2:35][CH3:36])=[CH:25][C:24]([Br:23])=[CH:29][C:28]=2[CH2:30][CH3:31])[CH:6]=[CH:7][CH:8]=1)#[N:2]. The yield is 0.860. (5) The reactants are [CH3:1][N:2]([CH3:11])[C:3]1[CH:8]=[CH:7][CH:6]=[CH:5][C:4]=1[CH2:9][OH:10].CC(OI1(OC(C)=O)(OC(C)=O)OC(=O)C2C=CC=CC1=2)=O.C([O-])(O)=O.[Na+]. The catalyst is C(Cl)Cl. The product is [CH3:1][N:2]([CH3:11])[C:3]1[CH:8]=[CH:7][CH:6]=[CH:5][C:4]=1[CH:9]=[O:10]. The yield is 0.780. (6) The reactants are Cl[C:2]1[C:7]([CH3:8])=[CH:6][N+:5]([O-:9])=[C:4]([CH3:10])[C:3]=1[CH3:11].[CH2:12]1[C:15]2([O:20][CH2:19][CH:18]([CH2:21][OH:22])[CH2:17][O:16]2)[CH2:14][CH2:13]1.[OH-].[K+]. The catalyst is C1(C)C=CC=CC=1. The product is [CH2:12]1[C:15]2([O:20][CH2:19][CH:18]([CH2:21][O:22][C:2]3[C:7]([CH3:8])=[CH:6][N+:5]([O-:9])=[C:4]([CH3:10])[C:3]=3[CH3:11])[CH2:17][O:16]2)[CH2:14][CH2:13]1. The yield is 0.472.